The task is: Predict which catalyst facilitates the given reaction.. This data is from Catalyst prediction with 721,799 reactions and 888 catalyst types from USPTO. Reactant: C[O:2][C:3]([C:5]1[O:9][C:8]([C:10]2[CH:15]=[CH:14][C:13]([C:16]([F:19])([F:18])[F:17])=[CH:12][CH:11]=2)=[N:7][C:6]=1[CH3:20])=O.[Li+].[BH4-]. Product: [CH3:20][C:6]1[N:7]=[C:8]([C:10]2[CH:11]=[CH:12][C:13]([C:16]([F:19])([F:17])[F:18])=[CH:14][CH:15]=2)[O:9][C:5]=1[CH2:3][OH:2]. The catalyst class is: 1.